From a dataset of Full USPTO retrosynthesis dataset with 1.9M reactions from patents (1976-2016). Predict the reactants needed to synthesize the given product. (1) Given the product [C:1]([O:5][C:6]([N:8]1[CH2:13][CH2:12][N:11]([CH2:14][C:15]2[C:16]([Cl:42])=[C:17]3[C:18]([C:25](=[O:40])[N:26]([CH2:27][C:28]4[CH:33]=[C:32]([Cl:34])[CH:31]=[CH:30][C:29]=4[S:35]([CH2:38][CH3:39])(=[O:37])=[O:36])[C:51](=[O:54])[NH:41]3)=[CH:19][C:20]=2[C:21]([F:22])([F:23])[F:24])[CH2:10][CH2:9]1)=[O:7])([CH3:2])([CH3:3])[CH3:4], predict the reactants needed to synthesize it. The reactants are: [C:1]([O:5][C:6]([N:8]1[CH2:13][CH2:12][N:11]([CH2:14][C:15]2[C:20]([C:21]([F:24])([F:23])[F:22])=[CH:19][C:18]([C:25](=[O:40])[NH:26][CH2:27][C:28]3[CH:33]=[C:32]([Cl:34])[CH:31]=[CH:30][C:29]=3[S:35]([CH2:38][CH3:39])(=[O:37])=[O:36])=[C:17]([NH2:41])[C:16]=2[Cl:42])[CH2:10][CH2:9]1)=[O:7])([CH3:4])([CH3:3])[CH3:2].ClC1C(C2OCCO2)=C(OC(F)(F)F)C=C2C=1N[C:51](=[O:54])N(CC1C=C(Cl)C=CC=1S(CC)(=O)=O)C2=O. (2) Given the product [CH2:25]([O:27][C:28]([C:30]1[C:31]2[S:39][CH:38]=[C:37]([CH2:40][O:22][C:17]3[CH:16]=[C:15]([NH:14][C:12](=[O:13])[C:11]4[CH:23]=[CH:24][C:8]([Cl:7])=[CH:9][CH:10]=4)[CH:20]=[CH:19][C:18]=3[CH3:21])[C:32]=2[C:33]([Cl:36])=[N:34][CH:35]=1)=[O:29])[CH3:26], predict the reactants needed to synthesize it. The reactants are: C(=O)([O-])[O-].[K+].[K+].[Cl:7][C:8]1[CH:24]=[CH:23][C:11]([C:12]([NH:14][C:15]2[CH:20]=[CH:19][C:18]([CH3:21])=[C:17]([OH:22])[CH:16]=2)=[O:13])=[CH:10][CH:9]=1.[CH2:25]([O:27][C:28]([C:30]1[C:31]2[S:39][CH:38]=[C:37]([CH2:40]Br)[C:32]=2[C:33]([Cl:36])=[N:34][CH:35]=1)=[O:29])[CH3:26]. (3) Given the product [OH:4][CH2:5][C:6]1[CH:7]=[C:8]([CH:18]=[C:19]([O:21][C@@H:22]([CH3:26])[CH2:23][O:24][CH3:25])[CH:20]=1)[C:9]([NH:11][C:12]1[CH:17]=[N:16][CH:15]=[CH:14][N:13]=1)=[O:10], predict the reactants needed to synthesize it. The reactants are: C([O:4][CH2:5][C:6]1[CH:7]=[C:8]([CH:18]=[C:19]([O:21][C@@H:22]([CH3:26])[CH2:23][O:24][CH3:25])[CH:20]=1)[C:9]([NH:11][C:12]1[CH:17]=[N:16][CH:15]=[CH:14][N:13]=1)=[O:10])(=O)C.[OH-].[Na+].